This data is from Full USPTO retrosynthesis dataset with 1.9M reactions from patents (1976-2016). The task is: Predict the reactants needed to synthesize the given product. (1) Given the product [OH:25][C:22]1[CH:23]=[CH:24][C:19]([O:18][CH3:17])=[CH:20][C:21]=1[C:8](=[O:10])[CH2:7][C:1]1[CH:2]=[CH:3][CH:4]=[CH:5][CH:6]=1, predict the reactants needed to synthesize it. The reactants are: [C:1]1([CH2:7][C:8]([OH:10])=O)[CH:6]=[CH:5][CH:4]=[CH:3][CH:2]=1.C(Cl)(=O)C(Cl)=O.[CH3:17][O:18][C:19]1[CH:24]=[CH:23][C:22]([O:25]C)=[CH:21][CH:20]=1.[Al+3].[Cl-].[Cl-].[Cl-]. (2) Given the product [OH:3][CH:1]([CH:4]([C:11]1[N:19]2[C:14]([C:15](=[O:28])[NH:16][C:17]([CH2:20][C:21]3[CH:22]=[CH:23][C:24]([CH3:27])=[CH:25][CH:26]=3)=[N:18]2)=[C:13]([CH3:29])[N:12]=1)[CH2:5][CH2:6][CH2:7][CH2:8][CH2:9][CH3:10])[CH3:2], predict the reactants needed to synthesize it. The reactants are: [C:1]([CH:4]([C:11]1[N:19]2[C:14]([C:15](=[O:28])[NH:16][C:17]([CH2:20][C:21]3[CH:26]=[CH:25][C:24]([CH3:27])=[CH:23][CH:22]=3)=[N:18]2)=[C:13]([CH3:29])[N:12]=1)[CH2:5][CH2:6][CH2:7][CH2:8][CH2:9][CH3:10])(=[O:3])[CH3:2].[BH4-].[Na+].